From a dataset of Forward reaction prediction with 1.9M reactions from USPTO patents (1976-2016). Predict the product of the given reaction. (1) Given the reactants N1C2C(=NC=CC=2)N([O:10][C:11]2[C:20]3[C:15](=[CH:16][CH:17]=[CH:18][CH:19]=3)[N:14]=[CH:13][N:12]=2)N=1.[CH3:21][C:22]1[C:26](B(O)O)=[C:25]([CH3:30])[O:24][N:23]=1.C([O-])([O-])=O.[Cs+].[Cs+], predict the reaction product. The product is: [CH3:21][C:22]1[C:26]([O:10][C:11]2[C:20]3[C:15](=[CH:16][CH:17]=[CH:18][CH:19]=3)[N:14]=[CH:13][N:12]=2)=[C:25]([CH3:30])[O:24][N:23]=1. (2) Given the reactants [CH3:1][Si:2]([C:7]1[CH:12]=[CH:11][CH:10]=[CH:9][CH:8]=1)([O:5][CH3:6])[O:3][CH3:4].C(O)[C:14]1[CH:19]=[CH:18][CH:17]=[CH:16][CH:15]=1, predict the reaction product. The product is: [CH3:1][Si:2]([C:7]1[CH:12]=[CH:11][CH:10]=[CH:9][CH:8]=1)([O:3][CH3:4])[O:5][CH2:6][C:14]1[CH:19]=[CH:18][CH:17]=[CH:16][CH:15]=1.